Dataset: Reaction yield outcomes from USPTO patents with 853,638 reactions. Task: Predict the reaction yield, written as a fraction of the theoretical maximum amount of product (1.0 means a 100% yield; for example, 0.34 means a 34% yield). (1) The reactants are [C:1]1([C:7]2[CH:8]=[C:9]3[C:13](=[CH:14][CH:15]=2)[NH:12][C:11](=[O:16])[CH2:10]3)[CH:6]=[CH:5][CH:4]=[CH:3][CH:2]=1.[CH2:17]([N:19]([CH2:35][CH3:36])[CH2:20][CH2:21][CH2:22][NH:23][C:24]([C:26]1[C:30]([CH3:31])=[C:29]([CH:32]=O)[NH:28][C:27]=1[CH3:34])=[O:25])[CH3:18]. No catalyst specified. The product is [CH2:35]([N:19]([CH2:17][CH3:18])[CH2:20][CH2:21][CH2:22][NH:23][C:24]([C:26]1[C:30]([CH3:31])=[C:29]([CH:32]=[C:10]2[C:9]3[C:13](=[CH:14][CH:15]=[C:7]([C:1]4[CH:2]=[CH:3][CH:4]=[CH:5][CH:6]=4)[CH:8]=3)[NH:12][C:11]2=[O:16])[NH:28][C:27]=1[CH3:34])=[O:25])[CH3:36]. The yield is 0.400. (2) The reactants are [CH3:1][O:2][C:3](=[O:16])[C@@H:4]([NH:8][C:9]([O:11][C:12]([CH3:15])([CH3:14])[CH3:13])=[O:10])[CH2:5][CH2:6]Br.[CH2:17]([N:19](CC)[CH2:20]C)C.CNC. The catalyst is C1COCC1. The product is [CH3:1][O:2][C:3](=[O:16])[C@@H:4]([NH:8][C:9]([O:11][C:12]([CH3:15])([CH3:14])[CH3:13])=[O:10])[CH2:5][CH2:6][N:19]([CH3:20])[CH3:17]. The yield is 0.970. (3) The yield is 0.310. The product is [N:23]1([C:27]([C:29]2[N:30]=[CH:31][C:32]([O:1][C:2]3[CH:3]=[C:4]([CH:14]=[C:15]([O:17][C@H:18]4[CH2:22][CH2:21][O:20][CH2:19]4)[CH:16]=3)[C:5]([NH:7][C:8]3[CH:12]=[CH:11][N:10]([CH3:13])[N:9]=3)=[O:6])=[N:33][CH:34]=2)=[O:28])[CH2:26][CH2:25][CH2:24]1. The reactants are [OH:1][C:2]1[CH:3]=[C:4]([CH:14]=[C:15]([O:17][C@H:18]2[CH2:22][CH2:21][O:20][CH2:19]2)[CH:16]=1)[C:5]([NH:7][C:8]1[CH:12]=[CH:11][N:10]([CH3:13])[N:9]=1)=[O:6].[N:23]1([C:27]([C:29]2[CH:34]=[N:33][C:32](Cl)=[CH:31][N:30]=2)=[O:28])[CH2:26][CH2:25][CH2:24]1.C(=O)([O-])[O-].[Cs+].[Cs+]. The catalyst is C(#N)C. (4) The reactants are [CH:1]1[C:6]([CH:7]=O)=[CH:5][C:4]2[O:9][CH2:10][O:11][C:3]=2[CH:2]=1.C(O)C.[NH2:15][C:16]1[CH:21]=[CH:20][CH:19]=[CH:18][CH:17]=1.C(O)(=O)C. The catalyst is O. The product is [O:11]1[C:3]2[CH:2]=[CH:1][C:6]([CH:7]=[N:15][C:16]3[CH:21]=[CH:20][CH:19]=[CH:18][CH:17]=3)=[CH:5][C:4]=2[O:9][CH2:10]1. The yield is 0.450. (5) The reactants are Cl[C:2]1[N:7]=[C:6]([C:8]2[C:16]3[C:11](=[CH:12][CH:13]=[CH:14][CH:15]=3)[N:10]([S:17]([C:20]3[CH:25]=[CH:24][CH:23]=[CH:22][CH:21]=3)(=[O:19])=[O:18])[CH:9]=2)[C:5]([Cl:26])=[CH:4][N:3]=1.[NH2:27][C@@H:28]1[CH2:33][CH2:32][CH2:31][C@H:30]([NH:34][C:35](=[O:41])[O:36][C:37]([CH3:40])([CH3:39])[CH3:38])[CH2:29]1.C(N(C(C)C)CC)(C)C. The catalyst is CN1C(=O)CCC1.CCOC(C)=O. The product is [Cl:26][C:5]1[C:6]([C:8]2[C:16]3[C:11](=[CH:12][CH:13]=[CH:14][CH:15]=3)[N:10]([S:17]([C:20]3[CH:21]=[CH:22][CH:23]=[CH:24][CH:25]=3)(=[O:18])=[O:19])[CH:9]=2)=[N:7][C:2]([NH:27][C@@H:28]2[CH2:33][CH2:32][CH2:31][C@H:30]([NH:34][C:35](=[O:41])[O:36][C:37]([CH3:39])([CH3:38])[CH3:40])[CH2:29]2)=[N:3][CH:4]=1. The yield is 0.560.